From a dataset of Forward reaction prediction with 1.9M reactions from USPTO patents (1976-2016). Predict the product of the given reaction. Given the reactants [C:1]1([CH3:19])[CH:6]=[CH:5][C:4]([C:7]2[O:8][C:9]3[C:10](=[C:12]([C:16]([OH:18])=O)[CH:13]=[CH:14][CH:15]=3)[N:11]=2)=[CH:3][CH:2]=1.Cl.Cl.[NH2:22][CH:23]1[CH2:30][CH:29]2[N:31]([CH3:32])[CH:25]([CH2:26][CH2:27][CH2:28]2)[CH2:24]1.Cl.C(N=C=NCCCN(C)C)C.ON1C2C=CC=CC=2N=N1.CCN(C(C)C)C(C)C, predict the reaction product. The product is: [CH3:32][N:31]1[CH:25]2[CH2:26][CH2:27][CH2:28][CH:29]1[CH2:30][CH:23]([NH:22][C:16]([C:12]1[CH:13]=[CH:14][CH:15]=[C:9]3[O:8][C:7]([C:4]4[CH:3]=[CH:2][C:1]([CH3:19])=[CH:6][CH:5]=4)=[N:11][C:10]=13)=[O:18])[CH2:24]2.